From a dataset of Reaction yield outcomes from USPTO patents with 853,638 reactions. Predict the reaction yield, written as a fraction of the theoretical maximum amount of product (1.0 means a 100% yield; for example, 0.34 means a 34% yield). (1) The reactants are [F:1][C:2]1[CH:7]=[C:6](F)[C:5]([F:9])=[CH:4][C:3]=1[N+:10]([O-:12])=[O:11].[CH2:13]([OH:20])[C:14]1[CH:19]=[CH:18][CH:17]=[CH:16][CH:15]=1.C(=O)([O-])[O-].[K+].[K+].O. The catalyst is CN(C)C=O. The product is [CH2:13]([O:20][C:6]1[CH:7]=[C:2]([F:1])[C:3]([N+:10]([O-:12])=[O:11])=[CH:4][C:5]=1[F:9])[C:14]1[CH:19]=[CH:18][CH:17]=[CH:16][CH:15]=1. The yield is 0.810. (2) The reactants are C(O[C:5]1[O:6][CH2:7][C:8](=[O:16])[C:9]=1[C:10]([O:12][CH:13]([CH3:15])[CH3:14])=[O:11])(C)C.C(OC(C)C)(=O)CC(OC(C)C)=O.ClCC(Cl)=O.[CH3:35][NH:36][CH2:37][C:38]1[S:39][CH:40]=[CH:41][CH:42]=1.C(N(CC)CC)C.[NH:50]1[C:58]2[C:53](=[CH:54][CH:55]=[CH:56][N:57]=2)[C:52]([CH:59]=O)=[CH:51]1. The catalyst is CC(O)C. The product is [NH:50]1[C:58]2=[N:57][CH:56]=[CH:55][CH:54]=[C:53]2[C:52]([CH:59]=[C:7]2[O:6][C:5]([N:36]([CH3:35])[CH2:37][C:38]3[S:39][CH:40]=[CH:41][CH:42]=3)=[C:9]([C:10]([O:12][CH:13]([CH3:14])[CH3:15])=[O:11])[C:8]2=[O:16])=[CH:51]1. The yield is 0.0200. (3) The reactants are [Cl-].O[NH3+:3].[C:4](=[O:7])([O-])[OH:5].[Na+].CS(C)=O.[CH2:13]([C:15]1[N:16]=[C:17]([CH2:47][CH2:48][CH3:49])[N:18]([CH2:32][C:33]2[CH:38]=[CH:37][C:36]([C:39]3[C:40]([C:45]#[N:46])=[CH:41][CH:42]=[CH:43][CH:44]=3)=[CH:35][CH:34]=2)[C:19](=[O:31])[C:20]=1[C:21]1[CH:26]=[CH:25][C:24]([O:27][CH2:28][CH2:29][CH3:30])=[CH:23][CH:22]=1)[CH3:14]. The catalyst is O. The product is [CH2:13]([C:15]1[N:16]=[C:17]([CH2:47][CH2:48][CH3:49])[N:18]([CH2:32][C:33]2[CH:34]=[CH:35][C:36]([C:39]3[CH:44]=[CH:43][CH:42]=[CH:41][C:40]=3[C:45]3[NH:3][C:4](=[O:7])[O:5][N:46]=3)=[CH:37][CH:38]=2)[C:19](=[O:31])[C:20]=1[C:21]1[CH:22]=[CH:23][C:24]([O:27][CH2:28][CH2:29][CH3:30])=[CH:25][CH:26]=1)[CH3:14]. The yield is 0.660.